Dataset: Peptide-MHC class II binding affinity with 134,281 pairs from IEDB. Task: Regression. Given a peptide amino acid sequence and an MHC pseudo amino acid sequence, predict their binding affinity value. This is MHC class II binding data. (1) The peptide sequence is TDALRTLGSTSADEV. The MHC is HLA-DQA10102-DQB10602 with pseudo-sequence HLA-DQA10102-DQB10602. The binding affinity (normalized) is 0.220. (2) The peptide sequence is SVRFSWLSLLVPFVQWF. The MHC is HLA-DQA10102-DQB10602 with pseudo-sequence HLA-DQA10102-DQB10602. The binding affinity (normalized) is 0.456. (3) The peptide sequence is GQRVVFIQPSPVRDHY. The MHC is DRB4_0101 with pseudo-sequence DRB4_0103. The binding affinity (normalized) is 0.328. (4) The peptide sequence is KVTFHVEKGSNPNYL. The binding affinity (normalized) is 0.184. The MHC is HLA-DQA10301-DQB10302 with pseudo-sequence HLA-DQA10301-DQB10302. (5) The peptide sequence is LDGNLLSSNDLAKYK. The MHC is DRB5_0101 with pseudo-sequence DRB5_0101. The binding affinity (normalized) is 0.575. (6) The peptide sequence is CDERVSSDQSALSEF. The MHC is DRB1_0301 with pseudo-sequence DRB1_0301. The binding affinity (normalized) is 0.659.